From a dataset of Catalyst prediction with 721,799 reactions and 888 catalyst types from USPTO. Predict which catalyst facilitates the given reaction. (1) Reactant: [CH:1]1([N:5]2[CH2:10][CH2:9][C:8]3([CH2:15][CH2:14][CH:13]([OH:16])[CH2:12][CH2:11]3)[CH2:7][CH2:6]2)[CH2:4][CH2:3][CH2:2]1.[H-].[Na+].Cl[C:20]1[CH:29]=[CH:28][C:23]([C:24]([NH:26][CH3:27])=[O:25])=[CH:22][N:21]=1. Product: [CH:1]1([N:5]2[CH2:10][CH2:9][C:8]3([CH2:11][CH2:12][CH:13]([O:16][C:20]4[CH:29]=[CH:28][C:23]([C:24]([NH:26][CH3:27])=[O:25])=[CH:22][N:21]=4)[CH2:14][CH2:15]3)[CH2:7][CH2:6]2)[CH2:4][CH2:3][CH2:2]1. The catalyst class is: 16. (2) Reactant: [CH2:1]([O:8][N:9]1[C:15](=[O:16])[N:14]2[CH2:17][C@H:10]1[CH2:11][CH2:12][C@H:13]2[C:18]([OH:20])=O)[C:2]1[CH:7]=[CH:6][CH:5]=[CH:4][CH:3]=1.Cl.C(N=C=NCCCN(C)C)C.ON1C2C=CC=CC=2N=N1.[NH2:43][O:44][CH2:45][CH2:46][NH:47][C:48](=[O:54])[O:49][C:50]([CH3:53])([CH3:52])[CH3:51]. Product: [CH2:1]([O:8][N:9]1[C:15](=[O:16])[N:14]2[CH2:17][C@H:10]1[CH2:11][CH2:12][C@H:13]2[C:18]([NH:43][O:44][CH2:45][CH2:46][NH:47][C:48](=[O:54])[O:49][C:50]([CH3:52])([CH3:51])[CH3:53])=[O:20])[C:2]1[CH:3]=[CH:4][CH:5]=[CH:6][CH:7]=1. The catalyst class is: 347. (3) Reactant: [CH2:1]([Li])CCC.[CH3:6][O:7][C:8]1[CH:9]=[CH:10][C:11]2[CH:15]=[CH:14][S:13][C:12]=2[CH:16]=1. Product: [CH3:6][O:7][C:8]1[CH:9]=[CH:10][C:11]2[CH:15]=[C:14]([CH3:1])[S:13][C:12]=2[CH:16]=1. The catalyst class is: 554. (4) Reactant: [NH2:1][C:2]1[CH:3]=[C:4]([S:8]([NH2:11])(=[O:10])=[O:9])[CH:5]=[CH:6][CH:7]=1.NC1C=CC=CC=1S(N)(=O)=O.Cl.[CH3:24][N:25]([CH2:27][C:28](Cl)=[O:29])[CH3:26].C(=O)(O)[O-].[Na+]. Product: [CH3:24][N:25]([CH3:26])[CH2:27][C:28]([NH:1][C:2]1[CH:7]=[CH:6][CH:5]=[C:4]([S:8](=[O:9])(=[O:10])[NH2:11])[CH:3]=1)=[O:29]. The catalyst class is: 283. (5) Reactant: C(NC(C)C)(C)C.C([Li])CCC.[CH:13]1([CH:19]([CH3:25])[C:20]([O:22][CH2:23][CH3:24])=[O:21])[CH2:18][CH2:17][CH2:16][CH2:15][CH2:14]1.Br[CH2:27][C:28]#[N:29]. Product: [C:28]([CH2:27][C:19]([CH:13]1[CH2:14][CH2:15][CH2:16][CH2:17][CH2:18]1)([CH3:25])[C:20]([O:22][CH2:23][CH3:24])=[O:21])#[N:29]. The catalyst class is: 1.